From a dataset of Catalyst prediction with 721,799 reactions and 888 catalyst types from USPTO. Predict which catalyst facilitates the given reaction. (1) Reactant: CCN(C(C)C)C(C)C.CCCCCC.C([Li])CCC.[Br:21][C:22]1[CH:23]=[C:24]([F:30])[C:25]([O:28][CH3:29])=[N:26][CH:27]=1.[CH:31]1([CH:36]=[O:37])[CH2:35][CH2:34][CH2:33][CH2:32]1.[Cl-].[NH4+]. Product: [Br:21][C:22]1[C:23]([CH:36]([CH:31]2[CH2:35][CH2:34][CH2:33][CH2:32]2)[OH:37])=[C:24]([F:30])[C:25]([O:28][CH3:29])=[N:26][CH:27]=1. The catalyst class is: 1. (2) Reactant: [Si:1]([O:8][C@@H:9]1[C@H:13]([CH2:14][O:15][Si:16]([C:19]([CH3:22])([CH3:21])[CH3:20])([CH3:18])[CH3:17])[CH2:12][C@@H:11]([O:23][C:24]2[C:29]([F:30])=[C:28](Cl)[N:27]=[CH:26][N:25]=2)[CH2:10]1)([C:4]([CH3:7])([CH3:6])[CH3:5])([CH3:3])[CH3:2].[CH3:32][O:33][C@H:34]1[CH2:42][C:41]2[C:36](=[CH:37][CH:38]=[CH:39][CH:40]=2)[C@H:35]1[NH2:43].C(=O)([O-])[O-].[Na+].[Na+]. Product: [Si:1]([O:8][C@@H:9]1[C@H:13]([CH2:14][O:15][Si:16]([C:19]([CH3:22])([CH3:21])[CH3:20])([CH3:18])[CH3:17])[CH2:12][C@@H:11]([O:23][C:24]2[N:25]=[CH:26][N:27]=[C:28]([NH:43][C@@H:35]3[C:36]4[C:41](=[CH:40][CH:39]=[CH:38][CH:37]=4)[CH2:42][C@@H:34]3[O:33][CH3:32])[C:29]=2[F:30])[CH2:10]1)([C:4]([CH3:7])([CH3:6])[CH3:5])([CH3:3])[CH3:2]. The catalyst class is: 2. (3) Reactant: [Cl:1][C:2]1[CH:7]=[CH:6][C:5]([NH:8][NH2:9])=[CH:4][C:3]=1[CH3:10].[CH3:11][C:12]([O:15][C:16](O[C:16]([O:15][C:12]([CH3:14])([CH3:13])[CH3:11])=[O:17])=[O:17])([CH3:14])[CH3:13].C([O-])([O-])=O.[Na+].[Na+].C(#N)C. Product: [Cl:1][C:2]1[CH:7]=[CH:6][C:5]([NH:8][NH:9][C:16]([O:15][C:12]([CH3:14])([CH3:13])[CH3:11])=[O:17])=[CH:4][C:3]=1[CH3:10]. The catalyst class is: 6. (4) Reactant: CC(C)([O-])C.[Na+].[C:7]([C:9]1[CH:14]=[CH:13][C:12]([CH:15]([C:30]2[C:35](=O)[CH2:34][CH:33]([C:37]3[CH:42]=[CH:41][C:40]([C:43]([F:46])([F:45])[F:44])=[CH:39][CH:38]=3)[CH2:32][C:31]=2[O:47]CC)[NH:16][C:17]([NH:19][C:20]2[CH:25]=[CH:24][CH:23]=[C:22]([C:26]([F:29])([F:28])[F:27])[CH:21]=2)=O)=[CH:11][CH:10]=1)#[N:8].[OH2:50]. Product: [O:50]=[C:17]1[NH:16][CH:15]([C:12]2[CH:13]=[CH:14][C:9]([C:7]#[N:8])=[CH:10][CH:11]=2)[C:30]2[C:31](=[O:47])[CH2:32][CH:33]([C:37]3[CH:38]=[CH:39][C:40]([C:43]([F:44])([F:46])[F:45])=[CH:41][CH:42]=3)[CH2:34][C:35]=2[N:19]1[C:20]1[CH:25]=[CH:24][CH:23]=[C:22]([C:26]([F:29])([F:27])[F:28])[CH:21]=1. The catalyst class is: 10. (5) Reactant: [Cl:1][C:2]1[C:11]2[C:6](=[CH:7][CH:8]=[CH:9][CH:10]=2)[CH:5]=[C:4](C)[C:3]=1C=C.S([O-])([O-])=[O:16].[Na+].[Na+].[C:21]([OH:25])(C)([CH3:23])[CH3:22]. Product: [Cl:1][C:2]1[C:11]2[C:6](=[CH:7][CH:8]=[CH:9][CH:10]=2)[CH:5]=[C:4]([CH3:3])[C:22]=1[CH:21]([OH:25])[CH2:23][OH:16]. The catalyst class is: 46.